This data is from Full USPTO retrosynthesis dataset with 1.9M reactions from patents (1976-2016). The task is: Predict the reactants needed to synthesize the given product. (1) The reactants are: [O:1]1[C:5]2[CH:6]=[CH:7][CH:8]=[CH:9][C:4]=2[CH:3]=[C:2]1[C:10]([NH:12][C:13]1([C:19]([NH:21][CH:22]2[CH2:27][CH2:26][N:25]([C:28]3[CH:33]=[CH:32][CH:31]=[CH:30][C:29]=3[NH2:34])[CH2:24][C:23]2=[O:35])=[O:20])[CH2:18][CH2:17][CH2:16][CH2:15][CH2:14]1)=[O:11].C(N(CC)CC)C.Cl[C:44]([O:46][CH2:47][CH3:48])=[O:45]. Given the product [O:1]1[C:5]2[CH:6]=[CH:7][CH:8]=[CH:9][C:4]=2[CH:3]=[C:2]1[C:10]([NH:12][C:13]1([C:19]([NH:21][CH:22]2[CH2:27][CH2:26][N:25]([C:28]3[CH:33]=[CH:32][CH:31]=[CH:30][C:29]=3[NH:34][C:44]([O:46][CH2:47][CH3:48])=[O:45])[CH2:24][CH:23]2[OH:35])=[O:20])[CH2:18][CH2:17][CH2:16][CH2:15][CH2:14]1)=[O:11], predict the reactants needed to synthesize it. (2) Given the product [Cl:1][C:2]1[CH:11]=[CH:10][CH:9]=[C:8]2[C:3]=1[C:4]([F:12])([F:13])[CH2:5][N:6]([C:15]([O:17][C:18]([CH3:21])([CH3:20])[CH3:19])=[O:14])[CH2:7]2, predict the reactants needed to synthesize it. The reactants are: [Cl:1][C:2]1[CH:11]=[CH:10][CH:9]=[C:8]2[C:3]=1[C:4]([F:13])([F:12])[CH2:5][NH:6][CH2:7]2.[O:14](C(OC(C)(C)C)=O)[C:15]([O:17][C:18]([CH3:21])([CH3:20])[CH3:19])=O. (3) Given the product [CH3:7][CH2:2][CH2:3][CH:4]([CH3:8])[CH3:5].[C:23]([O:18][CH2:8][CH3:9])(=[O:32])[CH3:24], predict the reactants needed to synthesize it. The reactants are: I[C:2]1[CH:3]=[C:4]([C:8](=[O:18])[CH2:9]C2C=CN=C(SC)N=2)[CH:5]=C[CH:7]=1.C[Si]([C:23]#[CH:24])(C)C.C(NC(C)C)(C)C.[OH2:32]. (4) Given the product [NH2:3][C:4]([CH3:13])([CH3:16])[CH:5]([OH:12])[C:6]([NH:8][CH:9]1[CH2:10][CH2:11]1)=[O:7], predict the reactants needed to synthesize it. The reactants are: Cl.Cl.[NH2:3][C@@H:4]([CH2:13]C)[C@H:5]([OH:12])[C:6]([NH:8][CH:9]1[CH2:11][CH2:10]1)=[O:7].O[CH2:16]C(NC(=O)OC(C)(C)C)(C)C. (5) Given the product [Cl:21][C:15]1[C:14]([C:13]2[C:12](=[O:22])[NH:11][C:10]3=[N:9][CH:8]=[CH:7][N:6]=[C:5]3[C:3]=2[OH:4])=[CH:19][CH:18]=[C:17]([Cl:20])[N:16]=1, predict the reactants needed to synthesize it. The reactants are: CO[C:3]([C:5]1[C:10]([NH:11][C:12](=[O:22])[CH2:13][C:14]2[C:15]([Cl:21])=[N:16][C:17]([Cl:20])=[CH:18][CH:19]=2)=[N:9][CH:8]=[CH:7][N:6]=1)=[O:4].C(=O)([O-])[O-].[K+].[K+]. (6) Given the product [Cl:1][C:2]1[C:10]2[NH:9][N:8]=[CH:7][C:6]=2[C:5]2[CH2:11][N:12]([CH2:21][C:22]([F:24])([F:25])[F:23])[C:13](=[O:20])[C@H:14]([CH2:16][C:17]([N:26]3[CH2:27][CH2:28][CH:29]([CH:32]4[NH:36][C:35](=[O:37])[NH:34][C:33]4=[O:38])[CH2:30][CH2:31]3)=[O:18])[CH2:15][C:4]=2[CH:3]=1, predict the reactants needed to synthesize it. The reactants are: [Cl:1][C:2]1[C:10]2[NH:9][N:8]=[CH:7][C:6]=2[C:5]2[CH2:11][N:12]([CH2:21][C:22]([F:25])([F:24])[F:23])[C:13](=[O:20])[C@H:14]([CH2:16][C:17](O)=[O:18])[CH2:15][C:4]=2[CH:3]=1.[NH:26]1[CH2:31][CH2:30][CH:29]([CH:32]2[NH:36][C:35](=[O:37])[NH:34][C:33]2=[O:38])[CH2:28][CH2:27]1.F[B-](F)(F)F.N1(OC(N(C)C)=[N+](C)C)C2C=CC=CC=2N=N1.C(N(CC)CC)C.